This data is from Full USPTO retrosynthesis dataset with 1.9M reactions from patents (1976-2016). The task is: Predict the reactants needed to synthesize the given product. (1) Given the product [CH3:63][N:55]1[C:56]2[C:61](=[CH:60][CH:59]=[CH:58][CH:57]=2)[CH:62]=[C:53]([C:50]2[O:49][C:48]([C@@H:38]([NH:37][C:12]([CH:10]3[CH2:9][N:8]([C:6]([O:5][C:1]([CH3:2])([CH3:3])[CH3:4])=[O:7])[CH2:11]3)=[O:14])[CH2:39][CH2:40][CH2:41][CH2:42][CH2:43][C:44](=[O:47])[CH2:45][CH3:46])=[N:52][CH:51]=2)[C:54]1=[O:64], predict the reactants needed to synthesize it. The reactants are: [C:1]([O:5][C:6]([N:8]1[CH2:11][CH:10]([C:12]([OH:14])=O)[CH2:9]1)=[O:7])([CH3:4])([CH3:3])[CH3:2].C1C=CC2N(O)N=NC=2C=1.CCN=C=NCCCN(C)C.Cl.[NH2:37][CH:38]([C:48]1[O:49][C:50]([C:53]2[C:54](=[O:64])[N:55]([CH3:63])[C:56]3[C:61]([CH:62]=2)=[CH:60][CH:59]=[CH:58][CH:57]=3)=[CH:51][N:52]=1)[CH2:39][CH2:40][CH2:41][CH2:42][CH2:43][C:44](=[O:47])[CH2:45][CH3:46]. (2) Given the product [C:1]([O:5][C:6](=[O:19])[C:7]([S:10][C:11]1[S:12][CH:13]=[C:14]([CH2:16][CH2:17][NH:18][C:35]([O:34][CH2:33][CH:31]2[C:30]3[CH:29]=[CH:28][CH:27]=[CH:26][C:25]=3[C:24]3[C:32]2=[CH:20][CH:21]=[CH:22][CH:23]=3)=[O:36])[N:15]=1)([CH3:9])[CH3:8])([CH3:2])([CH3:4])[CH3:3], predict the reactants needed to synthesize it. The reactants are: [C:1]([O:5][C:6](=[O:19])[C:7]([S:10][C:11]1[S:12][CH:13]=[C:14]([CH2:16][CH2:17][NH2:18])[N:15]=1)([CH3:9])[CH3:8])([CH3:4])([CH3:3])[CH3:2].[CH:20]1[C:32]2[CH:31]([CH2:33][O:34][C:35](N3C(=O)CCC3=O)=[O:36])[C:30]3[C:25](=[CH:26][CH:27]=[CH:28][CH:29]=3)[C:24]=2[CH:23]=[CH:22][CH:21]=1.C(OCC)(=O)C. (3) Given the product [CH2:1]([NH:3][C:4]([C:6]1[CH:11]=[CH:10][C:9]([C:16]2[CH:17]=[CH:18][C:19]([O:22][CH2:23][CH:24]3[CH2:25][CH2:26][N:27]([C:30]([O:32][CH:33]([CH3:35])[CH3:34])=[O:31])[CH2:28][CH2:29]3)=[CH:20][CH:21]=2)=[CH:8][CH:7]=1)=[O:5])[CH3:2], predict the reactants needed to synthesize it. The reactants are: [CH2:1]([NH:3][C:4]([C:6]1[CH:11]=[CH:10][C:9](B(O)O)=[CH:8][CH:7]=1)=[O:5])[CH3:2].Br[C:16]1[CH:21]=[CH:20][C:19]([O:22][CH2:23][CH:24]2[CH2:29][CH2:28][N:27]([C:30]([O:32][CH:33]([CH3:35])[CH3:34])=[O:31])[CH2:26][CH2:25]2)=[CH:18][CH:17]=1.C([O-])([O-])=O.[Na+].[Na+]. (4) Given the product [CH3:9][O:8][C:6]([C:5]1[CH:4]=[C:3](/[CH:1]=[CH:14]/[C:15]([OH:17])=[O:16])[CH:12]=[CH:11][CH:10]=1)=[O:7], predict the reactants needed to synthesize it. The reactants are: [CH:1]([C:3]1[CH:4]=[C:5]([CH:10]=[CH:11][CH:12]=1)[C:6]([O:8][CH3:9])=[O:7])=O.C(O)(=O)[CH2:14][C:15]([OH:17])=[O:16].N1C=CC=CC=1.N1CCCCC1. (5) Given the product [F:36][C:17]1([F:16])[CH2:19][CH:18]1[CH2:20][N:21]1[CH2:25][CH2:24][N:23]([C:26]2[S:27][C:28]([C:32]([NH:15][CH2:14][C:10]3[O:9][CH:13]=[CH:12][N:11]=3)=[O:33])=[C:29]([CH3:31])[N:30]=2)[C:22]1=[O:35], predict the reactants needed to synthesize it. The reactants are: NCC1C=NC=CC=1.[O:9]1[CH:13]=[CH:12][N:11]=[C:10]1[CH2:14][NH2:15].[F:16][C:17]1([F:36])[CH2:19][CH:18]1[CH2:20][N:21]1[CH2:25][CH2:24][N:23]([C:26]2[S:27][C:28]([C:32](O)=[O:33])=[C:29]([CH3:31])[N:30]=2)[C:22]1=[O:35]. (6) Given the product [NH:1]1[C:9]2[C:4](=[C:5]([C:10]3[CH:18]=[C:17]4[C:13]([CH:14]=[N:15][NH:16]4)=[C:12]([C:29]4[O:71][C:70]([CH2:69][CH2:68][O:67][CH3:66])=[N:31][N:30]=4)[CH:11]=3)[CH:6]=[CH:7][CH:8]=2)[CH:3]=[CH:2]1, predict the reactants needed to synthesize it. The reactants are: [NH:1]1[C:9]2[C:4](=[C:5]([C:10]3[CH:18]=[C:17]4[C:13]([CH:14]=[N:15][N:16]4S(C4C=CC(C)=CC=4)(=O)=O)=[C:12]([C:29]4NN=[N:31][N:30]=4)[CH:11]=3)[CH:6]=[CH:7][CH:8]=2)[CH:3]=[CH:2]1.[NH:1]1[C:9]2[C:4](=[C:5]([C:10]3[CH:18]=[C:17]4[C:13]([CH:14]=[N:15][N:16]4S(C4C=CC=CC=4)(=O)=O)=[C:12]([C:29]4NN=[N:31][N:30]=4)[CH:11]=3)[CH:6]=[CH:7][CH:8]=2)[CH:3]=[CH:2]1.[CH3:66][O:67][CH2:68][CH2:69][C:70](Cl)=[O:71].[OH-].[Na+]. (7) Given the product [F:6][C:7]1[C:12]([C:13]#[N:14])=[C:11]([C:21]2[CH:26]=[CH:25][CH:24]=[CH:23][N:22]=2)[C:10]([O:16][CH3:17])=[C:9]([O:18][CH3:19])[CH:8]=1, predict the reactants needed to synthesize it. The reactants are: Cl[Si](C)(C)C.[F:6][C:7]1[C:12]([C:13]#[N:14])=[C:11](I)[C:10]([O:16][CH3:17])=[C:9]([O:18][CH3:19])[CH:8]=1.Br[C:21]1[CH:26]=[CH:25][CH:24]=[CH:23][N:22]=1. (8) Given the product [F:1][C:2]([F:28])([F:27])[C:3]([F:26])([C:22]([F:25])([F:24])[F:23])[CH2:4][CH:5]([CH2:11][C:12]([F:21])([C:17]([F:20])([F:19])[F:18])[C:13]([F:16])([F:15])[F:14])[CH2:6][CH2:7][CH2:8][CH2:9][S:34][C:32]#[N:33], predict the reactants needed to synthesize it. The reactants are: [F:1][C:2]([F:28])([F:27])[C:3]([F:26])([C:22]([F:25])([F:24])[F:23])[CH2:4][CH:5]([CH2:11][C:12]([F:21])([C:17]([F:20])([F:19])[F:18])[C:13]([F:16])([F:15])[F:14])[CH2:6][CH2:7][CH2:8][CH2:9]I.C(O)C.[C:32]([S-:34])#[N:33].[K+].